The task is: Regression. Given a peptide amino acid sequence and an MHC pseudo amino acid sequence, predict their binding affinity value. This is MHC class I binding data.. This data is from Peptide-MHC class I binding affinity with 185,985 pairs from IEDB/IMGT. (1) The MHC is HLA-A02:03 with pseudo-sequence HLA-A02:03. The peptide sequence is ELKDLLNVT. The binding affinity (normalized) is 0.506. (2) The peptide sequence is PQVLGGLSF. The MHC is HLA-A02:11 with pseudo-sequence HLA-A02:11. The binding affinity (normalized) is 0.0847.